Predict the product of the given reaction. From a dataset of Forward reaction prediction with 1.9M reactions from USPTO patents (1976-2016). (1) Given the reactants [CH3:1][O:2][C:3]1[CH:4]=[C:5]([CH:8]=[C:9]([N+:11]([O-:13])=[O:12])[CH:10]=1)[NH:6][CH3:7].Br[CH2:15][CH2:16][O:17][CH2:18][CH2:19][O:20][CH2:21][CH2:22][O:23][CH3:24].C([O-])([O-])=O.[K+].[K+].[H-].[Na+], predict the reaction product. The product is: [CH3:1][O:2][C:3]1[CH:4]=[C:5]([CH:8]=[C:9]([N+:11]([O-:13])=[O:12])[CH:10]=1)[N:6]([CH2:15][CH2:16][O:17][CH2:18][CH2:19][O:20][CH2:21][CH2:22][O:23][CH3:24])[CH3:7]. (2) Given the reactants [B-](F)(F)(F)F.C1[N+](=S(F)F)CC[O:8]C1.[C:15]1([CH2:21][CH2:22][CH2:23][OH:24])[CH:20]=[CH:19][CH:18]=[CH:17][CH:16]=1.[C:25](#[N:27])[CH3:26], predict the reaction product. The product is: [C:15]1([CH2:21][CH2:22][CH2:23][OH:24])[CH:20]=[CH:19][CH:18]=[CH:17][CH:16]=1.[C:25]([NH:27][CH2:23][CH2:22][CH2:21][C:15]1[CH:16]=[CH:17][CH:18]=[CH:19][CH:20]=1)(=[O:8])[CH3:26]. (3) Given the reactants C(OC(=O)[NH:7][C:8]1([C:12]2[CH:17]=[CH:16][C:15]([C:18]3[C:19]([C:33]4[CH:38]=[CH:37][CH:36]=[CH:35][CH:34]=4)=[CH:20][C:21]4[N:22]([C:24](/[CH:28]=[CH:29]/[C:30](=[O:32])[NH2:31])=[C:25]([CH3:27])[N:26]=4)[N:23]=3)=[CH:14][CH:13]=2)[CH2:11][CH2:10][CH2:9]1)(C)(C)C, predict the reaction product. The product is: [NH2:7][C:8]1([C:12]2[CH:13]=[CH:14][C:15]([C:18]3[C:19]([C:33]4[CH:34]=[CH:35][CH:36]=[CH:37][CH:38]=4)=[CH:20][C:21]4[N:22]([C:24](/[CH:28]=[CH:29]/[C:30]([NH2:31])=[O:32])=[C:25]([CH3:27])[N:26]=4)[N:23]=3)=[CH:16][CH:17]=2)[CH2:9][CH2:10][CH2:11]1.